This data is from Catalyst prediction with 721,799 reactions and 888 catalyst types from USPTO. The task is: Predict which catalyst facilitates the given reaction. (1) Reactant: [CH3:1][CH:2]([CH2:42][C:43]([CH3:46])([CH3:45])[CH3:44])[CH2:3][CH2:4][C:5]1[CH:41]=[CH:40][C:8]([C:9]([C:11]2[CH:19]=[C:18]([C:20]([OH:22])=[O:21])[C:17]([C:23](=O)[C:24]3[CH:29]=[CH:28][C:27]([CH2:30][CH2:31][CH:32]([CH3:38])[CH2:33][C:34]([CH3:37])([CH3:36])[CH3:35])=[CH:26][CH:25]=3)=[CH:16][C:12]=2[C:13]([OH:15])=[O:14])=O)=[CH:7][CH:6]=1.[H][H]. Product: [CH3:38][CH:32]([CH2:33][C:34]([CH3:36])([CH3:35])[CH3:37])[CH2:31][CH2:30][C:27]1[CH:28]=[CH:29][C:24]([CH2:23][C:17]2[CH:16]=[C:12]([C:13]([OH:15])=[O:14])[C:11]([CH2:9][C:8]3[CH:7]=[CH:6][C:5]([CH2:4][CH2:3][CH:2]([CH3:1])[CH2:42][C:43]([CH3:44])([CH3:45])[CH3:46])=[CH:41][CH:40]=3)=[CH:19][C:18]=2[C:20]([OH:22])=[O:21])=[CH:25][CH:26]=1. The catalyst class is: 312. (2) Product: [Cl:1][C:2]1[CH:3]=[C:4]([CH:27]=[CH:28][C:29]=1[F:30])[NH:5][C:6]1[C:15]2[C:10](=[CH:11][C:12]([O:22][CH2:23][CH3:24])=[C:13]([NH:16][C:17](=[O:21])[CH2:18][CH:19]([N:32]([CH3:33])[CH3:31])[CH3:20])[CH:14]=2)[N:9]=[CH:8][C:7]=1[C:25]#[N:26]. The catalyst class is: 7. Reactant: [Cl:1][C:2]1[CH:3]=[C:4]([CH:27]=[CH:28][C:29]=1[F:30])[NH:5][C:6]1[C:15]2[C:10](=[CH:11][C:12]([O:22][CH2:23][CH3:24])=[C:13]([NH:16][C:17](=[O:21])[CH:18]=[CH:19][CH3:20])[CH:14]=2)[N:9]=[CH:8][C:7]=1[C:25]#[N:26].[CH3:31][NH:32][CH3:33]. (3) Reactant: [C:1]([CH:5]1[CH2:10][CH2:9][C:8](=[O:11])[CH2:7][CH2:6]1)([CH3:4])([CH3:3])[CH3:2].C1(N[S:19]([C:22]([F:25])([F:24])[F:23])(=[O:21])=[O:20])C=CC=CC=1.C[Si]([N-][Si](C)(C)C)(C)C.[Na+]. Product: [F:23][C:22]([F:25])([F:24])[S:19]([O:11][C:8]1[CH2:7][CH2:6][CH:5]([C:1]([CH3:4])([CH3:2])[CH3:3])[CH2:10][CH:9]=1)(=[O:21])=[O:20]. The catalyst class is: 1. (4) Reactant: [O:1]=[C:2]1[N:15]([C:16]2[CH:21]=[CH:20][CH:19]=[C:18]([C:22]([F:25])([F:24])[F:23])[CH:17]=2)[C:14]2[C:13]3[C:8](=[CH:9][CH:10]=[C:11]([C:26]4[C:34]5[C:29](=[N:30][CH:31]=[CH:32][CH:33]=5)[N:28](C(OC(C)(C)C)=O)[CH:27]=4)[N:12]=3)[N:7]=[CH:6][C:5]=2[CH:4]=[CH:3]1.Cl. Product: [NH:28]1[C:29]2=[N:30][CH:31]=[CH:32][CH:33]=[C:34]2[C:26]([C:11]2[N:12]=[C:13]3[C:8](=[CH:9][CH:10]=2)[N:7]=[CH:6][C:5]2[CH:4]=[CH:3][C:2](=[O:1])[N:15]([C:16]4[CH:21]=[CH:20][CH:19]=[C:18]([C:22]([F:23])([F:24])[F:25])[CH:17]=4)[C:14]3=2)=[CH:27]1. The catalyst class is: 4.